This data is from HIV replication inhibition screening data with 41,000+ compounds from the AIDS Antiviral Screen. The task is: Binary Classification. Given a drug SMILES string, predict its activity (active/inactive) in a high-throughput screening assay against a specified biological target. The compound is NC1=c2nc(-c3ccccc3)c(-c3ccccc3)nc2=NS(=O)(O)=N1. The result is 0 (inactive).